From a dataset of Forward reaction prediction with 1.9M reactions from USPTO patents (1976-2016). Predict the product of the given reaction. Given the reactants [C:1]([N:4]1[C:13]2[C:8](=[CH:9][C:10]([C:14]3[CH:22]=[CH:21][C:17]([C:18]([O-:20])=[O:19])=[CH:16][CH:15]=3)=[CH:11][CH:12]=2)[C@H:7]([NH:23][C:24]([O:26][CH:27]([CH3:29])[CH3:28])=[O:25])[CH2:6][C@@H:5]1[CH3:30])(=[O:3])[CH3:2].[Li+].Br[CH2:33][CH2:34][N:35]([CH3:37])[CH3:36].C(=O)([O-])[O-].[K+].[K+], predict the reaction product. The product is: [C:1]([N:4]1[C:13]2[C:8](=[CH:9][C:10]([C:14]3[CH:22]=[CH:21][C:17]([C:18]([O:20][CH2:33][CH2:34][N:35]([CH3:37])[CH3:36])=[O:19])=[CH:16][CH:15]=3)=[CH:11][CH:12]=2)[C@H:7]([NH:23][C:24]([O:26][CH:27]([CH3:29])[CH3:28])=[O:25])[CH2:6][C@@H:5]1[CH3:30])(=[O:3])[CH3:2].